This data is from Reaction yield outcomes from USPTO patents with 853,638 reactions. The task is: Predict the reaction yield, written as a fraction of the theoretical maximum amount of product (1.0 means a 100% yield; for example, 0.34 means a 34% yield). (1) The reactants are [C:1]([C:5]1[C:6]([N+:17]([O-])=O)=[C:7]([OH:16])[C:8]([OH:15])=[C:9]([C:11]([CH3:14])([CH3:13])[CH3:12])[CH:10]=1)([CH3:4])([CH3:3])[CH3:2]. The catalyst is CCO.[Pd]. The product is [C:1]([C:5]1[C:6]([NH2:17])=[C:7]([OH:16])[C:8]([OH:15])=[C:9]([C:11]([CH3:14])([CH3:13])[CH3:12])[CH:10]=1)([CH3:4])([CH3:2])[CH3:3]. The yield is 0.330. (2) The reactants are S([O:8][S:9]([C:12]([F:15])([F:14])[F:13])(=[O:11])=[O:10])(C(F)(F)F)(=O)=O.[F:16][C:17]([F:26])([F:25])[C:18]1[N:23]=[CH:22][C:21](O)=[CH:20][N:19]=1.P([O-])([O-])([O-])=O.[K+].[K+].[K+]. The catalyst is C1(C)C=CC=CC=1. The product is [F:15][C:12]([F:13])([F:14])[S:9]([O:8][C:21]1[CH:20]=[N:19][C:18]([C:17]([F:26])([F:25])[F:16])=[N:23][CH:22]=1)(=[O:10])=[O:11]. The yield is 0.930. (3) The reactants are C([O:4][N:5]=O)(C)C.[O:7]=[C:8]1[CH2:13][C:12](=[O:14])[CH2:11][CH2:10][NH:9]1.[ClH:15]. The product is [ClH:15].[NH:9]1[CH2:10][CH2:11][C:12](=[O:14])/[C:13](=[N:5]/[OH:4])/[C:8]1=[O:7]. The catalyst is O. The yield is 0.700. (4) The reactants are [Br:1][C:2]1[CH:7]=[C:6]([Br:8])[C:5]([CH:9]([CH3:11])[CH3:10])=[CH:4][C:3]=1[OH:12].C(N(CC)C(C)C)(C)C.[CH3:22][O:23][CH2:24]Cl.[OH-].[Na+]. The yield is 0.960. The product is [Br:8][C:6]1[CH:7]=[C:2]([Br:1])[C:3]([O:12][CH2:22][O:23][CH3:24])=[CH:4][C:5]=1[CH:9]([CH3:10])[CH3:11]. The catalyst is C(Cl)(Cl)Cl. (5) The reactants are [Na].[CH2:2]([O:6][C:7]1[CH:12]=[CH:11][C:10]([S:13]([OH:16])(=O)=[O:14])=[CH:9][CH:8]=1)[C:3]#[C:4][CH3:5].C(Cl)(=O)C([Cl:20])=O. The catalyst is CN(C)C=O.ClCCl. The product is [CH2:2]([O:6][C:7]1[CH:12]=[CH:11][C:10]([S:13]([Cl:20])(=[O:16])=[O:14])=[CH:9][CH:8]=1)[C:3]#[C:4][CH3:5]. The yield is 0.840. (6) The reactants are [I:1][C:2]1[CH:3]=[C:4]2[C:8](=[CH:9][CH:10]=1)[NH:7][C:6](=[O:11])[C:5]2=[N:12][NH:13][C:14]([C:16]1[CH:21]=[CH:20][C:19]([NH:22][S:23]([C:26]2[CH:31]=[CH:30][C:29]([CH2:32][CH2:33][C:34]([O:36]C)=[O:35])=[CH:28][CH:27]=2)(=[O:25])=[O:24])=[CH:18][CH:17]=1)=[O:15].[OH-].[Na+]. The catalyst is C1COCC1.O. The product is [I:1][C:2]1[CH:3]=[C:4]2[C:8](=[CH:9][CH:10]=1)[NH:7][C:6](=[O:11])[C:5]2=[N:12][NH:13][C:14]([C:16]1[CH:21]=[CH:20][C:19]([NH:22][S:23]([C:26]2[CH:31]=[CH:30][C:29]([CH2:32][CH2:33][C:34]([OH:36])=[O:35])=[CH:28][CH:27]=2)(=[O:25])=[O:24])=[CH:18][CH:17]=1)=[O:15]. The yield is 0.810. (7) The reactants are Br[CH2:2][C:3]1[C:8]([C:9]([O:11][C:12]([CH3:15])([CH3:14])[CH3:13])=[O:10])=[C:7](COC)[C:6]([O:19][CH3:20])=[CH:5][CH:4]=1.[OH:21][C:22]1[CH:27]=[CH:26][C:25]([C:28]2[CH:33]=[CH:32][C:31]([CH2:34][C:35]([O:37][CH3:38])=[O:36])=[CH:30][CH:29]=2)=[CH:24][CH:23]=1. No catalyst specified. The product is [CH3:20][O:19][C:6]1[C:7]([O:10][CH2:9][O:11][CH3:12])=[C:8]([C:3]([CH2:2][O:21][C:22]2[CH:23]=[CH:24][C:25]([C:28]3[CH:33]=[CH:32][C:31]([CH2:34][C:35]([O:37][CH3:38])=[O:36])=[CH:30][CH:29]=3)=[CH:26][CH:27]=2)=[CH:4][CH:5]=1)[C:9]([O:11][C:12]([CH3:13])([CH3:14])[CH3:15])=[O:10]. The yield is 0.250. (8) The reactants are N(OCCC(C)C)=O.[CH3:9][O:10][C:11]([C:13]1[C:18](N)=[N:17][CH:16]=[CH:15][N:14]=1)=[O:12].[I:20]CI. No catalyst specified. The product is [CH3:9][O:10][C:11]([C:13]1[C:18]([I:20])=[N:17][CH:16]=[CH:15][N:14]=1)=[O:12]. The yield is 0.440. (9) The reactants are [Br:1]N1C(C)(C)C(=O)N(Br)C1=O.[CH3:12][C:13]1[C:21]([N+:22]([O-:24])=[O:23])=[CH:20][CH:19]=[CH:18][C:14]=1[C:15]([OH:17])=[O:16]. The catalyst is OS(O)(=O)=O. The product is [Br:1][C:19]1[CH:20]=[C:21]([N+:22]([O-:24])=[O:23])[C:13]([CH3:12])=[C:14]([CH:18]=1)[C:15]([OH:17])=[O:16]. The yield is 0.982. (10) The reactants are [Cl:1][C:2]1[CH:7]=[CH:6][C:5]([C:8]([O:17][CH2:18][O:19][CH3:20])([C:13]([F:16])([F:15])[F:14])[C:9]([F:12])([F:11])[F:10])=[CH:4][N:3]=1.[CH2:21]([Li])[CH2:22][CH2:23]C.C(I)C=C.[Cl-].[NH4+]. The catalyst is O1CCCC1.O. The product is [CH2:23]([C:7]1[C:2]([Cl:1])=[N:3][CH:4]=[C:5]([C:8]([O:17][CH2:18][O:19][CH3:20])([C:9]([F:12])([F:11])[F:10])[C:13]([F:14])([F:15])[F:16])[CH:6]=1)[CH:22]=[CH2:21]. The yield is 0.640.